This data is from Full USPTO retrosynthesis dataset with 1.9M reactions from patents (1976-2016). The task is: Predict the reactants needed to synthesize the given product. Given the product [CH2:1]1[CH2:21][N:20]2[C:4]3[C:5]([CH2:17][CH2:18][CH2:19]2)=[C:6]2[O:13][C:11](=[O:12])[C:10]([C:14]([OH:16])=[O:15])=[CH:9][C:7]2=[CH:8][C:3]=3[CH2:2]1.[C:22]([O:26][C:27](=[O:31])[CH:28]([NH2:30])[CH3:29])([CH3:25])([CH3:24])[CH3:23], predict the reactants needed to synthesize it. The reactants are: [CH2:1]1[CH2:21][N:20]2[C:4]3[C:5]([CH2:17][CH2:18][CH2:19]2)=[C:6]2[O:13][C:11](=[O:12])[C:10]([C:14]([OH:16])=[O:15])=[CH:9][C:7]2=[CH:8][C:3]=3[CH2:2]1.[C:22]([O:26][C:27](=[O:31])[CH:28]([NH2:30])[CH3:29])([CH3:25])([CH3:24])[CH3:23].CN(C(ON1N=NC2C=CC=CC1=2)=[N+](C)C)C.F[P-](F)(F)(F)(F)F.C(N(CC)CC)C.